Dataset: Forward reaction prediction with 1.9M reactions from USPTO patents (1976-2016). Task: Predict the product of the given reaction. (1) Given the reactants CO.[NH2:3][CH:4]1[CH2:9][CH2:8][N:7]([CH2:10][CH2:11][N:12]2[C:21]3[C:16](=[CH:17][CH:18]=[C:19]([O:22][CH3:23])[CH:20]=3)[C:15]([C:24]([NH:26][CH3:27])=[O:25])=[CH:14][C:13]2=[O:28])[CH2:6][CH2:5]1.[F:29][C:30]1[CH:31]=[C:32]([CH:35]=[CH:36][C:37]=1[CH3:38])[CH:33]=O.C([BH3-])#N.[Na+], predict the reaction product. The product is: [F:29][C:30]1[CH:31]=[C:32]([CH:35]=[CH:36][C:37]=1[CH3:38])[CH2:33][NH:3][CH:4]1[CH2:9][CH2:8][N:7]([CH2:10][CH2:11][N:12]2[C:21]3[C:16](=[CH:17][CH:18]=[C:19]([O:22][CH3:23])[CH:20]=3)[C:15]([C:24]([NH:26][CH3:27])=[O:25])=[CH:14][C:13]2=[O:28])[CH2:6][CH2:5]1. (2) Given the reactants [Br-].[CH3:2][O:3][C:4]1[CH:5]=[C:6]([CH:27]=[CH:28][CH:29]=1)[CH2:7][P+](C1C=CC=CC=1)(C1C=CC=CC=1)C1C=CC=CC=1.C(O[K])(C)(C)C.[Br:36][C:37]1[S:38][C:39]([CH:42]=O)=[CH:40][N:41]=1, predict the reaction product. The product is: [CH3:2][O:3][C:4]1[CH:5]=[C:6]([CH:27]=[CH:28][CH:29]=1)[CH:7]=[CH:42][C:39]1[S:38][C:37]([Br:36])=[N:41][CH:40]=1. (3) Given the reactants [OH:1][CH2:2][CH:3]1[CH:8]2[O:9][CH:5]([CH2:6][CH2:7]2)[CH:4]1[CH2:10][C:11]1[CH:16]=[C:15]([F:17])[CH:14]=[CH:13][C:12]=1[O:18][CH2:19][C:20]1[CH:25]=[CH:24][CH:23]=[CH:22][CH:21]=1.CC(C)=[O:28].OS(O)(=O)=O.O=[Cr](=O)=O, predict the reaction product. The product is: [C:2]([CH:3]1[CH:8]2[O:9][CH:5]([CH2:6][CH2:7]2)[CH:4]1[CH2:10][C:11]1[CH:16]=[C:15]([F:17])[CH:14]=[CH:13][C:12]=1[O:18][CH2:19][C:20]1[CH:25]=[CH:24][CH:23]=[CH:22][CH:21]=1)([OH:28])=[O:1]. (4) The product is: [C:28]([N:8]1[CH2:12][CH2:11][C@H:10]([NH:13][C:14](=[O:19])[C:15]([F:18])([F:17])[F:16])[CH2:9]1)([O:30][C:31]([CH3:32])([CH3:33])[CH3:34])=[O:29]. Given the reactants C([N:8]1[CH2:12][CH2:11][C@H:10]([NH:13][C:14](=[O:19])[C:15]([F:18])([F:17])[F:16])[CH2:9]1)C1C=CC=CC=1.[C:28](O[C:28]([O:30][C:31]([CH3:34])([CH3:33])[CH3:32])=[O:29])([O:30][C:31]([CH3:34])([CH3:33])[CH3:32])=[O:29], predict the reaction product. (5) Given the reactants [F:1][C:2]1[CH:7]=[CH:6][C:5]([CH2:8][C:9]2[CH:18]=[C:17]3[C:12]([C:13]([OH:25])=[C:14]([C:20](OCC)=[O:21])[C:15](=[O:19])[NH:16]3)=[N:11][CH:10]=2)=[CH:4][CH:3]=1.[CH2:26]([NH2:32])[C:27]1[O:31][CH:30]=[CH:29][CH:28]=1, predict the reaction product. The product is: [F:1][C:2]1[CH:7]=[CH:6][C:5]([CH2:8][C:9]2[CH:18]=[C:17]3[C:12]([C:13]([OH:25])=[C:14]([C:20]([NH:32][CH2:26][C:27]4[O:31][CH:30]=[CH:29][CH:28]=4)=[O:21])[C:15](=[O:19])[NH:16]3)=[N:11][CH:10]=2)=[CH:4][CH:3]=1. (6) Given the reactants [Br:1][C:2]1[C:10]2[C:5]([NH:6][CH:7]=[N:8][C:9]=2[Cl:11])=[N:4][CH:3]=1.O[CH:13]1[CH2:18][CH2:17][N:16]([C:19]([O:21][C:22]([CH3:25])([CH3:24])[CH3:23])=[O:20])[CH2:15][CH2:14]1.C1(P(C2C=CC=CC=2)C2C=CC=CC=2)C=CC=CC=1.CCOC(/N=N/C(OCC)=O)=O, predict the reaction product. The product is: [Br:1][C:2]1[C:10]2[C:9]([Cl:11])=[N:8][CH:7]=[N:6][C:5]=2[N:4]([CH:13]2[CH2:18][CH2:17][N:16]([C:19]([O:21][C:22]([CH3:25])([CH3:24])[CH3:23])=[O:20])[CH2:15][CH2:14]2)[CH:3]=1. (7) Given the reactants [O:1]=[C:2]1[CH2:7][CH2:6][CH:5]([C:8]2[CH:23]=[CH:22][C:11]([O:12][CH2:13][CH2:14][CH2:15][N:16]3[CH2:21][CH2:20][CH2:19][CH2:18][CH2:17]3)=[CH:10][CH:9]=2)[CH2:4][CH2:3]1.O[C@H]1CC[C@H](C2C=CC(OCCCN3CCC[C@H](C)C3)=CC=2)CC1.C([O-])(=O)C([O-])=O, predict the reaction product. The product is: [OH:1][C@H:2]1[CH2:7][CH2:6][C@H:5]([C:8]2[CH:23]=[CH:22][C:11]([O:12][CH2:13][CH2:14][CH2:15][N:16]3[CH2:17][CH2:18][CH2:19][CH2:20][CH2:21]3)=[CH:10][CH:9]=2)[CH2:4][CH2:3]1.